This data is from Reaction yield outcomes from USPTO patents with 853,638 reactions. The task is: Predict the reaction yield, written as a fraction of the theoretical maximum amount of product (1.0 means a 100% yield; for example, 0.34 means a 34% yield). (1) The reactants are [CH:1]1([NH:6][CH2:7][C:8]2[S:9][CH:10]=[CH:11][CH:12]=2)[CH2:5][CH2:4][CH2:3][CH2:2]1.[Cl:13][C:14](Cl)([O:16]C(=O)OC(Cl)(Cl)Cl)Cl. The catalyst is C(Cl)Cl. The product is [CH:1]1([N:6]([CH2:7][C:8]2[S:9][CH:10]=[CH:11][CH:12]=2)[C:14]([Cl:13])=[O:16])[CH2:2][CH2:3][CH2:4][CH2:5]1. The yield is 0.740. (2) The reactants are [CH3:1][N:2]1[CH2:7][CH2:6][CH2:5][CH:4]([CH2:8][O:9][C:10]2[CH:15]=[CH:14][C:13]([NH2:16])=[CH:12][CH:11]=2)[CH2:3]1.[F:17][C:18]1[CH:26]=[CH:25][CH:24]=[C:23]2[C:19]=1[C:20](=[CH:28]O)[C:21](=[O:27])[NH:22]2. No catalyst specified. The product is [F:17][C:18]1[CH:26]=[CH:25][CH:24]=[C:23]2[C:19]=1[C:20](=[CH:28][NH:16][C:13]1[CH:12]=[CH:11][C:10]([O:9][CH2:8][CH:4]3[CH2:5][CH2:6][CH2:7][N:2]([CH3:1])[CH2:3]3)=[CH:15][CH:14]=1)[C:21](=[O:27])[NH:22]2. The yield is 0.680. (3) The reactants are C([O-])(=O)C.[Na+].Br[CH2:7][C:8](=[O:11])[CH2:9][CH3:10].[S:12]1[C:16]2[CH:17]=[C:18]([NH2:21])[CH:19]=[CH:20][C:15]=2[N:14]=[CH:13]1.C(OCC)(=O)C. The catalyst is CO.CCCCCC. The product is [S:12]1[C:16]2[CH:17]=[C:18]([NH:21][CH2:7][C:8](=[O:11])[CH2:9][CH3:10])[CH:19]=[CH:20][C:15]=2[N:14]=[CH:13]1. The yield is 0.320. (4) The reactants are [CH3:1][O:2][C:3](=[O:28])[C:4]([C:6]1[C:11]([CH3:12])=[CH:10][N:9]2[N:13]=[C:14]([C:16]([O:18][CH3:19])=[O:17])[CH:15]=[C:8]2[C:7]=1OS(C(F)(F)F)(=O)=O)=[O:5].CCN(C(C)C)C(C)C.[CH2:38]([O:41][C:42]1([CH3:48])[CH2:47][CH2:46][NH:45][CH2:44][CH2:43]1)[CH:39]=[CH2:40]. The catalyst is C(Cl)Cl. The product is [CH2:38]([O:41][C:42]1([CH3:48])[CH2:43][CH2:44][N:45]([C:7]2[C:8]3[N:9]([N:13]=[C:14]([C:16]([O:18][CH3:19])=[O:17])[CH:15]=3)[CH:10]=[C:11]([CH3:12])[C:6]=2[C:4](=[O:5])[C:3]([O:2][CH3:1])=[O:28])[CH2:46][CH2:47]1)[CH:39]=[CH2:40]. The yield is 0.741. (5) The reactants are [C:1]([C:3]1[CH:4]=[C:5]([CH:16]=[CH:17][CH:18]=1)[C:6]([NH:8][C:9]1[C:10]([NH2:15])=[CH:11][CH:12]=[CH:13][CH:14]=1)=[O:7])#[N:2].C(N(CC)CC)C.[C:26]([C:30]1[CH:38]=[CH:37][C:33]([C:34](Cl)=[O:35])=[CH:32][CH:31]=1)([CH3:29])([CH3:28])[CH3:27]. The catalyst is C(Cl)Cl. The product is [C:1]([C:3]1[CH:4]=[C:5]([CH:16]=[CH:17][CH:18]=1)[C:6]([NH:8][C:9]1[C:10]([NH:15][C:34](=[O:35])[C:33]2[CH:37]=[CH:38][C:30]([C:26]([CH3:28])([CH3:27])[CH3:29])=[CH:31][CH:32]=2)=[CH:11][CH:12]=[CH:13][CH:14]=1)=[O:7])#[N:2]. The yield is 0.870. (6) The reactants are N[C:2]1[CH:12]=[CH:11][C:10]2[CH:9]3[CH2:13][CH:5]([CH2:6][N:7]([C:14](=[O:19])[C:15]([F:18])([F:17])[F:16])[CH2:8]3)[C:4]=2[CH:3]=1.N([O-])=O.[Na+].[ClH:24]. The catalyst is O.Cl[Cu]. The product is [Cl:24][C:2]1[CH:12]=[CH:11][C:10]2[CH:9]3[CH2:13][CH:5]([CH2:6][N:7]([C:14](=[O:19])[C:15]([F:18])([F:17])[F:16])[CH2:8]3)[C:4]=2[CH:3]=1. The yield is 0.950. (7) The yield is 0.950. The product is [C:1]([O:5][C:6]([N:8]1[CH2:16][C:15]2[C:10](=[C:11]([O:23][CH2:24][CH2:25][C:26]3[N:27]=[C:28]([C:32]4[CH:33]=[CH:34][CH:35]=[CH:36][CH:37]=4)[O:29][C:30]=3[CH3:31])[CH:12]=[CH:13][C:14]=2[CH2:17][CH2:18][C:19]([OH:21])=[O:20])[CH2:9]1)=[O:7])([CH3:4])([CH3:2])[CH3:3]. The catalyst is CO. The reactants are [C:1]([O:5][C:6]([N:8]1[CH2:16][C:15]2[C:10](=[C:11]([O:23][CH2:24][CH2:25][C:26]3[N:27]=[C:28]([C:32]4[CH:37]=[CH:36][CH:35]=[CH:34][CH:33]=4)[O:29][C:30]=3[CH3:31])[CH:12]=[CH:13][C:14]=2[CH2:17][CH2:18][C:19]([O:21]C)=[O:20])[CH2:9]1)=[O:7])([CH3:4])([CH3:3])[CH3:2].[OH-].[Na+].